Task: Predict the product of the given reaction.. Dataset: Forward reaction prediction with 1.9M reactions from USPTO patents (1976-2016) (1) Given the reactants [F:1][C:2]1[CH:7]=[CH:6][C:5](B(O)O)=[CH:4][CH:3]=1.Br[C:12]1[CH:13]=[N:14][N:15]([CH3:21])[C:16]=1[C:17]([O:19][CH3:20])=[O:18].C(=O)([O-])[O-].[Cs+].[Cs+], predict the reaction product. The product is: [CH3:20][O:19][C:17]([C:16]1[N:15]([CH3:21])[N:14]=[CH:13][C:12]=1[C:5]1[CH:6]=[CH:7][C:2]([F:1])=[CH:3][CH:4]=1)=[O:18]. (2) Given the reactants Cl[O-:2].[Na+].[OH-].[Na+].[C:6]([C:9]1[CH:18]=[CH:17][C:16]2[C:11](=[CH:12][CH:13]=[C:14]([Br:19])[CH:15]=2)[CH:10]=1)(=[O:8])C, predict the reaction product. The product is: [Br:19][C:14]1[CH:15]=[C:16]2[C:11](=[CH:12][CH:13]=1)[CH:10]=[C:9]([C:6]([OH:8])=[O:2])[CH:18]=[CH:17]2. (3) Given the reactants [H-].[Na+].[OH:3][CH2:4][CH:5]([NH:7][C:8]([C:10]1[C:11]([CH:16]([F:18])[F:17])=[N:12][N:13]([CH3:15])[CH:14]=1)=[O:9])[CH3:6].[Cl:19][C:20]1[CH:25]=[CH:24][CH:23]=[C:22]([Cl:26])[C:21]=1[CH2:27]Cl.Cl, predict the reaction product. The product is: [Cl:19][C:20]1[CH:25]=[CH:24][CH:23]=[C:22]([Cl:26])[C:21]=1[CH2:27][O:3][CH2:4][CH:5]([NH:7][C:8]([C:10]1[C:11]([CH:16]([F:18])[F:17])=[N:12][N:13]([CH3:15])[CH:14]=1)=[O:9])[CH3:6].